Dataset: Full USPTO retrosynthesis dataset with 1.9M reactions from patents (1976-2016). Task: Predict the reactants needed to synthesize the given product. (1) Given the product [O:19]1[CH2:24][CH2:23][CH2:22][C@H:21]([N:25]2[C:26]3=[C:27]4[S:35][CH:34]=[CH:33][C:28]4=[N:29][CH:30]=[C:31]3[N:32]=[C:3]2[C@H:2]([OH:1])[CH3:6])[CH2:20]1, predict the reactants needed to synthesize it. The reactants are: [OH:1][C@H:2]([CH3:6])[C:3](N)=O.F[B-](F)(F)F.C([O+](CC)CC)C.[O:19]1[CH2:24][CH2:23][CH2:22][C@H:21]([NH:25][C:26]2[C:31]([NH2:32])=[CH:30][N:29]=[C:28]3[CH:33]=[CH:34][S:35][C:27]=23)[CH2:20]1. (2) Given the product [F:29][C:26]1[CH:27]=[CH:28][C:23]([C:21]2[N:13]([S:56]([C:53]3[CH:54]=[CH:55][C:50]([F:49])=[CH:51][CH:52]=3)(=[O:58])=[O:57])[CH:12]=[C:14]([C:15]([O:17][CH2:18][CH3:19])=[O:16])[CH:20]=2)=[CH:24][CH:25]=1, predict the reactants needed to synthesize it. The reactants are: FC1C=CC(C(=O)CBr)=CC=1.[C:12]([CH:14]([CH2:20][C:21]([C:23]1[CH:28]=[CH:27][C:26]([F:29])=[CH:25][CH:24]=1)=O)[C:15]([O:17][CH2:18][CH3:19])=[O:16])#[N:13].FC1C=CC(C2NC=C(C(OCC)=O)C=2)=CC=1.[H-].[Na+].[F:49][C:50]1[CH:55]=[CH:54][C:53]([S:56](Cl)(=[O:58])=[O:57])=[CH:52][CH:51]=1. (3) The reactants are: C[O:2][C:3](=O)[CH2:4][C:5]1[CH:9]=[CH:8][O:7][N:6]=1.O.[NH2:12][NH2:13]. Given the product [O:7]1[CH:8]=[CH:9][C:5]([CH2:4][C:3]([NH:12][NH2:13])=[O:2])=[N:6]1, predict the reactants needed to synthesize it. (4) The reactants are: Cl[CH2:2][CH2:3][O:4][C:5]1[C:13]2[C:8](=[N:9][CH:10]=[N:11][C:12]=2[NH:14][C:15]2[CH:20]=[CH:19][C:18]([O:21][CH2:22][C:23]3[CH:28]=[CH:27][CH:26]=[CH:25][N:24]=3)=[C:17]([Cl:29])[CH:16]=2)[NH:7][N:6]=1.[NH:30]1[CH2:34][CH2:33][CH2:32][C@@H:31]1[CH2:35][OH:36]. Given the product [Cl:29][C:17]1[CH:16]=[C:15]([NH:14][C:12]2[N:11]=[CH:10][N:9]=[C:8]3[NH:7][N:6]=[C:5]([O:4][CH2:3][CH2:2][N:30]4[CH2:34][CH2:33][CH2:32][C@@H:31]4[CH2:35][OH:36])[C:13]=23)[CH:20]=[CH:19][C:18]=1[O:21][CH2:22][C:23]1[CH:28]=[CH:27][CH:26]=[CH:25][N:24]=1, predict the reactants needed to synthesize it. (5) Given the product [N:1]1([CH2:6][CH2:7][CH2:8][O:9][C:10]2[CH:15]=[CH:14][C:13]([C:16]3([C:22](=[S:25])[NH2:23])[CH2:17][CH2:18][O:19][CH2:20][CH2:21]3)=[CH:12][CH:11]=2)[CH2:5][CH2:4][CH2:3][CH2:2]1, predict the reactants needed to synthesize it. The reactants are: [N:1]1([CH2:6][CH2:7][CH2:8][O:9][C:10]2[CH:15]=[CH:14][C:13]([C:16]3([C:22]#[N:23])[CH2:21][CH2:20][O:19][CH2:18][CH2:17]3)=[CH:12][CH:11]=2)[CH2:5][CH2:4][CH2:3][CH2:2]1.P([O-])(OCC)(SCC)=[S:25].C([O-])(O)=O.[Na+]. (6) Given the product [CH3:1][C:2]1[CH:7]=[C:6]([N:8]2[CH2:12][CH2:11][CH:10]([CH2:13][N:14]3[CH2:18][CH2:17][CH2:16][CH:15]3[CH3:19])[CH2:9]2)[CH:5]=[CH:4][C:3]=1[NH:20][C:32]([C:27]1[CH:28]=[N:29][C:30]2[C:25]([C:26]=1[OH:35])=[CH:24][CH:23]=[C:22]([Cl:21])[CH:31]=2)=[O:33], predict the reactants needed to synthesize it. The reactants are: [CH3:1][C:2]1[CH:7]=[C:6]([N:8]2[CH2:12][CH2:11][CH:10]([CH2:13][N:14]3[CH2:18][CH2:17][CH2:16][CH:15]3[CH3:19])[CH2:9]2)[CH:5]=[CH:4][C:3]=1[NH2:20].[Cl:21][C:22]1[CH:31]=[C:30]2[C:25]([C:26]([OH:35])=[C:27]([C:32](O)=[O:33])[CH:28]=[N:29]2)=[CH:24][CH:23]=1.